Predict the reactants needed to synthesize the given product. From a dataset of Full USPTO retrosynthesis dataset with 1.9M reactions from patents (1976-2016). (1) Given the product [C:47]([O:51][C:52](=[O:61])[NH:53][C:54]([CH3:60])([CH2:57][CH2:58][CH3:59])[CH2:55][NH:56][C:15]([C:14]1[C:13]([CH3:18])=[N:12][N:11]2[C:6]([O:5][CH2:4][C:3]3[CH:20]=[CH:21][CH:22]=[C:23]([F:24])[C:2]=3[F:1])=[CH:7][C:8]([CH3:19])=[CH:9][C:10]=12)=[O:17])([CH3:50])([CH3:49])[CH3:48], predict the reactants needed to synthesize it. The reactants are: [F:1][C:2]1[C:23]([F:24])=[CH:22][CH:21]=[CH:20][C:3]=1[CH2:4][O:5][C:6]1[N:11]2[N:12]=[C:13]([CH3:18])[C:14]([C:15]([OH:17])=O)=[C:10]2[CH:9]=[C:8]([CH3:19])[CH:7]=1.C(N1C=CN=C1)(N1C=CN=C1)=O.ON1C2C=CC=CC=2N=N1.[C:47]([O:51][C:52](=[O:61])[NH:53][C:54]([CH3:60])([CH2:57][CH2:58][CH3:59])[CH2:55][NH2:56])([CH3:50])([CH3:49])[CH3:48].C(N(CC)C(C)C)(C)C. (2) Given the product [N:32]1([C:54]([O:56][CH2:57][C:58]2[CH:63]=[CH:62][CH:61]=[CH:60][CH:59]=2)=[O:55])[CH2:36][CH2:35][CH2:34][C@H:33]1[C:37]([O:39][CH2:40][C:41]([C:43]1[CH:52]=[CH:51][C:50]2[C:45](=[CH:46][CH:47]=[CH:48][C:49]=2[O:20][CH2:19][C:14]2[CH:13]=[C:12]([C:10](=[O:11])[CH2:9][O:8][C:6]([C@@H:2]3[CH2:3][CH2:4][CH2:5][N:1]3[C:25]([O:27][C:28]([CH3:31])([CH3:30])[CH3:29])=[O:26])=[O:7])[CH:17]=[CH:16][C:15]=2[Br:18])[CH:44]=1)=[O:42])=[O:38], predict the reactants needed to synthesize it. The reactants are: [N:1]1([C:25]([O:27][C:28]([CH3:31])([CH3:30])[CH3:29])=[O:26])[CH2:5][CH2:4][CH2:3][C@H:2]1[C:6]([O:8][CH2:9][C:10]([C:12]1[CH:17]=[CH:16][C:15]([Br:18])=[C:14]([CH2:19][O:20]S(C)(=O)=O)[CH:13]=1)=[O:11])=[O:7].[N:32]1([C:54]([O:56][CH2:57][C:58]2[CH:63]=[CH:62][CH:61]=[CH:60][CH:59]=2)=[O:55])[CH2:36][CH2:35][CH2:34][C@H:33]1[C:37]([O:39][CH2:40][C:41]([C:43]1[CH:52]=[CH:51][C:50]2[C:45](=[CH:46][CH:47]=[CH:48][C:49]=2O)[CH:44]=1)=[O:42])=[O:38].C(=O)([O-])[O-].[Cs+].[Cs+]. (3) Given the product [Cl:11][C:9]1[CH:8]=[CH:7][C:3]2[C:4](=[O:5])[NH:6][CH:16]([C:15]3[CH:18]=[CH:19][CH:20]=[C:13]([F:12])[CH:14]=3)[NH:1][C:2]=2[N:10]=1, predict the reactants needed to synthesize it. The reactants are: [NH2:1][C:2]1[N:10]=[C:9]([Cl:11])[CH:8]=[CH:7][C:3]=1[C:4]([NH2:6])=[O:5].[F:12][C:13]1[CH:14]=[C:15]([CH:18]=[CH:19][CH:20]=1)[CH:16]=O.CC1C=CC(S(O)(=O)=O)=CC=1. (4) Given the product [Br:1][C:2]1[CH:7]=[CH:6][C:5]([CH2:8][CH3:9])=[C:4]([CH:21]([C:17]2[O:16][CH:20]=[CH:19][CH:18]=2)[OH:22])[CH:3]=1, predict the reactants needed to synthesize it. The reactants are: [Br:1][C:2]1[CH:7]=[CH:6][C:5]([CH2:8][CH2:9]I)=[CH:4][CH:3]=1.C([Mg]Cl)(C)C.[O:16]1[CH:20]=[CH:19][CH:18]=[C:17]1[CH:21]=[O:22].[Cl-].[NH4+]. (5) The reactants are: [OH-].[Na+].[F:3][C:4]([C:6]1[CH:11]=[CH:10][C:9]([CH3:12])=[CH:8][CH:7]=1)=[CH2:5].[CH:13]([Cl:16])(Cl)[Cl:14]. Given the product [Cl:14][C:13]1([Cl:16])[CH2:5][C:4]1([C:6]1[CH:11]=[CH:10][C:9]([CH3:12])=[CH:8][CH:7]=1)[F:3], predict the reactants needed to synthesize it. (6) Given the product [Cl:4][C:5]1[CH:10]=[CH:9][C:8]([S:3][CH2:1][CH3:2])=[CH:7][N:6]=1, predict the reactants needed to synthesize it. The reactants are: [CH2:1]([SH:3])[CH3:2].[Cl:4][C:5]1[CH:10]=[CH:9][C:8](I)=[CH:7][N:6]=1.CC1(C)C2C(=C(P(C3C=CC=CC=3)C3C=CC=CC=3)C=CC=2)OC2C(P(C3C=CC=CC=3)C3C=CC=CC=3)=CC=CC1=2.CC(C)([O-])C.[Na+]. (7) Given the product [CH3:1][O:2][C:3]1[CH:8]=[CH:7][C:6]([C:9]2[N:13]([C:14]3[CH:19]=[CH:18][C:17]([N:20]4[CH2:25][CH2:24][NH:23][CH2:22][CH2:21]4)=[CH:16][CH:15]=3)[N:12]=[CH:11][CH:10]=2)=[CH:5][C:4]=1[O:33][C@@H:34]1[CH2:38][CH2:37][O:36][CH2:35]1, predict the reactants needed to synthesize it. The reactants are: [CH3:1][O:2][C:3]1[CH:8]=[CH:7][C:6]([C:9]2[N:13]([C:14]3[CH:19]=[CH:18][C:17]([N:20]4[CH2:25][CH2:24][N:23](C(OC(C)(C)C)=O)[CH2:22][CH2:21]4)=[CH:16][CH:15]=3)[N:12]=[CH:11][CH:10]=2)=[CH:5][C:4]=1[O:33][C@@H:34]1[CH2:38][CH2:37][O:36][CH2:35]1.C(O)(C(F)(F)F)=O. (8) Given the product [OH:27][C:2]12[CH2:9][CH:8]3[CH2:7][CH:6]([CH2:5][C:4]([C:12]([N:39]([O:40][CH3:41])[CH3:38])=[O:14])([CH2:10]3)[CH2:3]1)[CH2:11]2, predict the reactants needed to synthesize it. The reactants are: O[C:2]12[CH2:11][CH:6]3[CH2:7][CH:8]([CH2:10][C:4]([C:12]([OH:14])=O)([CH2:5]3)[CH2:3]1)[CH2:9]2.Cl.CN(C)CCCN=C=NCC.[OH:27]N1C2C=CC=CC=2N=N1.Cl.[CH3:38][NH:39][O:40][CH3:41].C(N(CC)C(C)C)(C)C.[Cl-].[NH4+]. (9) Given the product [C:14]([CH2:16][O:17][C:18]1[CH:19]=[C:20]([CH:36]=[CH:37][CH:38]=1)[CH2:21][N:22]1[C:30]2[C:25](=[CH:26][C:27]([C:31]([NH:13][C@H:11]([C:7]3[CH:8]=[CH:9][CH:10]=[C:5]([CH:2]([CH3:4])[CH3:3])[CH:6]=3)[CH3:12])=[O:32])=[CH:28][CH:29]=2)[C:24]([CH3:34])=[C:23]1[CH3:35])#[N:15], predict the reactants needed to synthesize it. The reactants are: Cl.[CH:2]([C:5]1[CH:6]=[C:7]([C@@H:11]([NH2:13])[CH3:12])[CH:8]=[CH:9][CH:10]=1)([CH3:4])[CH3:3].[C:14]([CH2:16][O:17][C:18]1[CH:19]=[C:20]([CH:36]=[CH:37][CH:38]=1)[CH2:21][N:22]1[C:30]2[C:25](=[CH:26][C:27]([C:31](O)=[O:32])=[CH:28][CH:29]=2)[C:24]([CH3:34])=[C:23]1[CH3:35])#[N:15]. (10) Given the product [CH2:29]([O:28][C:26](=[O:27])[CH2:25][CH2:24][CH2:23][CH2:22][CH2:21][NH:18][C:19]([N:15]1[CH:16]=[CH:17][C:13]([C:11](=[O:12])[NH:10][C:4]2[C:5]([CH3:9])=[CH:6][CH:7]=[CH:8][C:3]=2[O:2][CH3:1])=[N:14]1)=[O:20])[CH3:30], predict the reactants needed to synthesize it. The reactants are: [CH3:1][O:2][C:3]1[CH:8]=[CH:7][CH:6]=[C:5]([CH3:9])[C:4]=1[NH:10][C:11]([C:13]1[CH:17]=[CH:16][NH:15][N:14]=1)=[O:12].[N:18]([CH2:21][CH2:22][CH2:23][CH2:24][CH2:25][C:26]([O:28][CH2:29][CH3:30])=[O:27])=[C:19]=[O:20].